Dataset: Reaction yield outcomes from USPTO patents with 853,638 reactions. Task: Predict the reaction yield, written as a fraction of the theoretical maximum amount of product (1.0 means a 100% yield; for example, 0.34 means a 34% yield). (1) The reactants are Br[C:2]1[C:3]([C:16]2[CH:21]=[CH:20][CH:19]=[CH:18][CH:17]=2)=[N:4][C:5]2[C:10]([N:11]=1)=[CH:9][C:8]([C:12]([O:14]C)=[O:13])=[CH:7][CH:6]=2.[CH2:22]([C:24]1[CH:29]=[CH:28][C:27](B(O)O)=[CH:26][CH:25]=1)[CH3:23]. No catalyst specified. The product is [CH2:22]([C:24]1[CH:29]=[CH:28][C:27]([C:2]2[C:3]([C:16]3[CH:21]=[CH:20][CH:19]=[CH:18][CH:17]=3)=[N:4][C:5]3[C:10]([N:11]=2)=[CH:9][C:8]([C:12]([OH:14])=[O:13])=[CH:7][CH:6]=3)=[CH:26][CH:25]=1)[CH3:23]. The yield is 0.490. (2) The reactants are FC(F)(F)C(O)=O.FC(F)(F)C(O)=O.[F:15][C:16]1[C:44]([F:45])=[CH:43][CH:42]=[CH:41][C:17]=1[O:18][C:19]1[CH:24]=[CH:23][C:22]([C:25]2[C:33]3[C:28](=[N:29][CH:30]=[N:31][C:32]=3[NH2:34])[N:27]([CH2:35][C@H:36]3[CH2:40][CH2:39][CH2:38][NH:37]3)[N:26]=2)=[CH:21][CH:20]=1.C1N=CN(C(N2C=NC=C2)=O)C=1.[C:58]([CH2:60][C:61](O)=[O:62])#[N:59]. The catalyst is ClCCl. The product is [NH2:34][C:32]1[N:31]=[CH:30][N:29]=[C:28]2[N:27]([CH2:35][C@H:36]3[CH2:40][CH2:39][CH2:38][N:37]3[C:61](=[O:62])[CH2:60][C:58]#[N:59])[N:26]=[C:25]([C:22]3[CH:21]=[CH:20][C:19]([O:18][C:17]4[CH:41]=[CH:42][CH:43]=[C:44]([F:45])[C:16]=4[F:15])=[CH:24][CH:23]=3)[C:33]=12. The yield is 0.720. (3) The reactants are [C:1]([C:3]1[CH:4]=[CH:5][C:6]([C:9]2[N:13]([C:14]3[CH:15]=[N:16][CH:17]=[CH:18][CH:19]=3)[N:12]=[C:11]([C:20]([OH:22])=O)[CH:10]=2)=[N:7][CH:8]=1)#[N:2].[CH2:23]([NH2:28])[C:24]([CH3:27])([CH3:26])[CH3:25]. No catalyst specified. The product is [CH3:25][C:24]([CH3:27])([CH3:26])[CH2:23][NH:28][C:20]([C:11]1[CH:10]=[C:9]([C:6]2[CH:5]=[CH:4][C:3]([C:1]#[N:2])=[CH:8][N:7]=2)[N:13]([C:14]2[CH:15]=[N:16][CH:17]=[CH:18][CH:19]=2)[N:12]=1)=[O:22]. The yield is 0.910. (4) The reactants are [CH3:1][C:2]1[NH:6][C:5]2[C:7]([C:17]([O:19]C)=[O:18])=[CH:8][C:9]([N:11]3[CH2:16][CH2:15][O:14][CH2:13][CH2:12]3)=[CH:10][C:4]=2[N:3]=1.[CH3:21][C:22]1[CH:29]=[CH:28][C:27]([C:30]([F:33])([F:32])[F:31])=[CH:26][C:23]=1[CH2:24]Br.C(=O)([O-])[O-].[K+].[K+].[OH-].[Li+]. The catalyst is CN(C)C=O.O1CCCC1.O. The product is [CH3:1][C:2]1[N:3]([CH2:24][C:23]2[CH:26]=[C:27]([C:30]([F:31])([F:32])[F:33])[CH:28]=[CH:29][C:22]=2[CH3:21])[C:4]2[CH:10]=[C:9]([N:11]3[CH2:16][CH2:15][O:14][CH2:13][CH2:12]3)[CH:8]=[C:7]([C:17]([OH:19])=[O:18])[C:5]=2[N:6]=1. The yield is 0.254.